From a dataset of Full USPTO retrosynthesis dataset with 1.9M reactions from patents (1976-2016). Predict the reactants needed to synthesize the given product. (1) Given the product [CH3:6][C:5]1[CH:4]=[N:9][C:10]2[N:11]([N:12]=[C:13]([SH:15])[N:14]=2)[CH:7]=1, predict the reactants needed to synthesize it. The reactants are: CCO/[CH:4]=[C:5](/[CH:7]=O)\[CH3:6].[NH2:9][C:10]1[N:14]=[C:13]([SH:15])[NH:12][N:11]=1. (2) Given the product [Cl:14][C:13]1[C:8]([C:6]2[CH:5]=[CH:4][C:3]3[C:15](=[O:16])[NH:17][C:27]([CH2:26][O:25][CH3:24])=[N:1][C:2]=3[N:7]=2)=[N:9][CH:10]=[CH:11][CH:12]=1, predict the reactants needed to synthesize it. The reactants are: [NH2:1][C:2]1[N:7]=[C:6]([C:8]2[C:13]([Cl:14])=[CH:12][CH:11]=[CH:10][N:9]=2)[CH:5]=[CH:4][C:3]=1[C:15]([NH2:17])=[O:16].N1C=CC=CC=1.[CH3:24][O:25][CH2:26][C:27](Cl)=O.[OH-].[Na+]. (3) Given the product [Cl:8][C:18]1[N:17]([C:12]2[CH:13]=[CH:14][CH:15]=[CH:16][N:11]=2)[C:25]2[C:20]([C:19]=1[CH:3]=[O:4])=[CH:21][CH:22]=[CH:23][CH:24]=2, predict the reactants needed to synthesize it. The reactants are: CN(C)[CH:3]=[O:4].P(Cl)(Cl)([Cl:8])=O.[N:11]1[CH:16]=[CH:15][CH:14]=[CH:13][C:12]=1[N:17]1[C:25]2[C:20](=[CH:21][CH:22]=[CH:23][CH:24]=2)[CH2:19][C:18]1=O. (4) Given the product [CH2:21]([CH:23]([NH:26][C:2]1[N:7]2[N:8]=[CH:9][C:10]([C:11]3[C:16]([CH3:17])=[CH:15][C:14]([CH3:18])=[CH:13][C:12]=3[CH3:19])=[C:6]2[N:5]=[C:4]([CH3:20])[CH:3]=1)[CH2:24][CH3:25])[CH3:22], predict the reactants needed to synthesize it. The reactants are: Cl[C:2]1[N:7]2[N:8]=[CH:9][C:10]([C:11]3[C:16]([CH3:17])=[CH:15][C:14]([CH3:18])=[CH:13][C:12]=3[CH3:19])=[C:6]2[N:5]=[C:4]([CH3:20])[CH:3]=1.[CH2:21]([CH:23]([NH2:26])[CH2:24][CH3:25])[CH3:22]. (5) Given the product [I:10][C:7]1[CH:8]=[CH:9][C:2]([O:1][CH:18]([CH3:17])[CH3:11])=[C:3]([CH:6]=1)[C:4]#[N:5], predict the reactants needed to synthesize it. The reactants are: [OH:1][C:2]1[CH:9]=[CH:8][C:7]([I:10])=[CH:6][C:3]=1[C:4]#[N:5].[C:11]([O-])([O-])=O.[K+].[K+].[CH3:17][C:18]#N. (6) Given the product [N+:15]([C:5]1[CH:4]=[C:3]([C:2]([F:1])([F:13])[F:14])[C:11]2[CH2:10][O:9][B:8]([OH:12])[C:7]=2[CH:6]=1)([O-:17])=[O:16], predict the reactants needed to synthesize it. The reactants are: [F:1][C:2]([F:14])([F:13])[C:3]1[C:11]2[CH2:10][O:9][B:8]([OH:12])[C:7]=2[CH:6]=[CH:5][CH:4]=1.[N+:15]([O-])([OH:17])=[O:16]. (7) Given the product [CH3:21][C:4]1[CH:3]=[C:2]([C:71]2[CH:72]=[CH:73][CH:74]=[C:69]([O:68][C:67]([F:66])([F:78])[F:79])[CH:70]=2)[CH:7]=[C:6]([CH3:8])[C:5]=1[C:9]([N:11]1[CH2:17][CH2:16][CH2:15][N:14]([CH2:18][CH2:19][OH:20])[CH2:13][CH2:12]1)=[O:10], predict the reactants needed to synthesize it. The reactants are: Br[C:2]1[CH:7]=[C:6]([CH3:8])[C:5]([C:9]([N:11]2[CH2:17][CH2:16][CH2:15][N:14]([CH2:18][CH2:19][OH:20])[CH2:13][CH2:12]2)=[O:10])=[C:4]([CH3:21])[CH:3]=1.BrC1C=C(C)C(C(O)=O)=C(C)C=1.N1(CCO)CCCNCC1.BrC1C=C(C)C(C(N2CCC(N3CCCC3)CC2)=O)=C(C)C=1.[F:66][C:67]([F:79])([F:78])[O:68][C:69]1[CH:70]=[C:71](B(O)O)[CH:72]=[CH:73][CH:74]=1. (8) Given the product [CH:1]1([N:4]2[C:26]([C:23]3[CH:24]=[CH:25][N:20]=[CH:21][CH:22]=3)=[N:11][C:10]3[C:5]2=[N:6][C:7]([NH:12][CH2:13][CH2:14][C:15]2[S:16][CH:17]=[CH:18][CH:19]=2)=[N:8][CH:9]=3)[CH2:3][CH2:2]1, predict the reactants needed to synthesize it. The reactants are: [CH:1]1([NH:4][C:5]2[C:10]([NH2:11])=[CH:9][N:8]=[C:7]([NH:12][CH2:13][CH2:14][C:15]3[S:16][CH:17]=[CH:18][CH:19]=3)[N:6]=2)[CH2:3][CH2:2]1.[N:20]1[CH:25]=[CH:24][C:23]([CH:26]=O)=[CH:22][CH:21]=1.